This data is from Forward reaction prediction with 1.9M reactions from USPTO patents (1976-2016). The task is: Predict the product of the given reaction. (1) Given the reactants Br[C:2]1[CH:3]=[C:4]2[CH:14]=[N:13][N:12]([C:15]3[CH:20]=[CH:19][C:18]([F:21])=[CH:17][CH:16]=3)[C:5]2=[C:6]2[C:11]=1[CH:10]=[N:9][CH:8]=[CH:7]2.[CH3:22][O:23][C:24]([C:26]1[CH:31]=[CH:30][C:29](B(O)O)=[CH:28][CH:27]=1)=[O:25], predict the reaction product. The product is: [F:21][C:18]1[CH:19]=[CH:20][C:15]([N:12]2[C:5]3=[C:6]4[C:11](=[C:2]([C:29]5[CH:30]=[CH:31][C:26]([C:24]([O:23][CH3:22])=[O:25])=[CH:27][CH:28]=5)[CH:3]=[C:4]3[CH:14]=[N:13]2)[CH:10]=[N:9][CH:8]=[CH:7]4)=[CH:16][CH:17]=1. (2) The product is: [OH:11][C:6]1([C:9]#[N:10])[CH2:5][CH2:4][N:3]([O:2][CH3:1])[CH2:8][CH2:7]1. Given the reactants [CH3:1][O:2][N:3]1[CH2:8][CH2:7][C:6]([O:11][Si](C)(C)C)([C:9]#[N:10])[CH2:5][CH2:4]1.Cl.S([O-])(O)(=O)=O.[Na+], predict the reaction product. (3) Given the reactants [CH:1]1([C:4]2[C:5]([O:13][CH2:14][C:15]([F:18])([F:17])[F:16])=[CH:6][C:7]([C:10]([OH:12])=O)=[N:8][CH:9]=2)[CH2:3][CH2:2]1.[CH3:19][C:20]([CH3:30])([CH3:29])[CH:21]([C:23]1[O:24][C:25]([CH3:28])=[N:26][N:27]=1)[NH2:22], predict the reaction product. The product is: [CH:1]1([C:4]2[C:5]([O:13][CH2:14][C:15]([F:18])([F:17])[F:16])=[CH:6][C:7]([C:10]([NH:22][CH:21]([C:23]3[O:24][C:25]([CH3:28])=[N:26][N:27]=3)[C:20]([CH3:19])([CH3:29])[CH3:30])=[O:12])=[N:8][CH:9]=2)[CH2:2][CH2:3]1. (4) Given the reactants [C:1]([C:5]1[CH:9]=[C:8]([NH:10][C:11]2[CH:19]=[CH:18][C:17]([O:20][CH3:21])=[CH:16][C:12]=2[C:13](O)=[O:14])[N:7]([C:22]2[CH:27]=[CH:26][CH:25]=[CH:24][C:23]=2[CH3:28])[N:6]=1)([CH3:4])([CH3:3])[CH3:2].[Cl-].[NH4+].Cl.C[N:33](C)CCCN=C=NCC.C1C=C2N=NN(O)C2=CC=1.O.C(N(CC)CC)C, predict the reaction product. The product is: [C:1]([C:5]1[CH:9]=[C:8]([NH:10][C:11]2[CH:19]=[CH:18][C:17]([O:20][CH3:21])=[CH:16][C:12]=2[C:13]([NH2:33])=[O:14])[N:7]([C:22]2[CH:27]=[CH:26][CH:25]=[CH:24][C:23]=2[CH3:28])[N:6]=1)([CH3:2])([CH3:3])[CH3:4]. (5) Given the reactants C1C(=O)N([Br:8])C(=O)C1.[F:9][CH:10]([F:19])[C:11]1[C:12]([F:18])=[C:13]([CH:15]=[CH:16][CH:17]=1)[NH2:14].CN(C=O)C, predict the reaction product. The product is: [Br:8][C:17]1[CH:16]=[CH:15][C:13]([NH2:14])=[C:12]([F:18])[C:11]=1[CH:10]([F:9])[F:19]. (6) Given the reactants [Cl:1][C:2]1[CH:3]=[C:4]([C:9]2[CH:13]=[C:12]([CH:14]3[CH2:19][CH2:18][NH:17][CH2:16][CH2:15]3)[N:11]([CH2:20][C:21]3[CH:30]=[CH:29][C:24]([C:25]([O:27]C)=[O:26])=[CH:23][CH:22]=3)[N:10]=2)[CH:5]=[C:6]([Cl:8])[CH:7]=1.C(N(CC)CC)C.[CH3:38][C:39]([CH3:44])([CH3:43])[C:40](Cl)=[O:41].[OH-].[Na+], predict the reaction product. The product is: [Cl:1][C:2]1[CH:3]=[C:4]([C:9]2[CH:13]=[C:12]([CH:14]3[CH2:15][CH2:16][N:17]([C:40](=[O:41])[C:39]([CH3:44])([CH3:43])[CH3:38])[CH2:18][CH2:19]3)[N:11]([CH2:20][C:21]3[CH:30]=[CH:29][C:24]([C:25]([OH:27])=[O:26])=[CH:23][CH:22]=3)[N:10]=2)[CH:5]=[C:6]([Cl:8])[CH:7]=1.